Dataset: Full USPTO retrosynthesis dataset with 1.9M reactions from patents (1976-2016). Task: Predict the reactants needed to synthesize the given product. (1) Given the product [F:26][C:25]([F:28])([F:27])[C:24]([NH:23][C:19]1[CH:20]=[CH:21][CH:22]=[C:17]([C:9]2[C:8]([C:6]3[CH:5]=[CH:4][N:3]=[C:2]([NH:34][C:33]4[CH:35]=[CH:36][CH:37]=[C:31]([F:30])[CH:32]=4)[N:7]=3)=[C:12]3[CH:13]=[CH:14][CH:15]=[CH:16][N:11]3[N:10]=2)[CH:18]=1)=[O:29], predict the reactants needed to synthesize it. The reactants are: Cl[C:2]1[N:7]=[C:6]([C:8]2[C:9]([C:17]3[CH:18]=[C:19]([NH:23][C:24](=[O:29])[C:25]([F:28])([F:27])[F:26])[CH:20]=[CH:21][CH:22]=3)=[N:10][N:11]3[CH:16]=[CH:15][CH:14]=[CH:13][C:12]=23)[CH:5]=[CH:4][N:3]=1.[F:30][C:31]1[CH:32]=[C:33]([CH:35]=[CH:36][CH:37]=1)[NH2:34]. (2) Given the product [CH2:5]([C:7]1[CH:13]=[CH:12][CH:11]=[C:10]2[C:8]=1[NH:9][C:22]([C:23]([O:25][CH2:26][CH3:27])=[O:24])=[C:20]2[CH3:21])[CH3:6], predict the reactants needed to synthesize it. The reactants are: N([O-])=O.[Na+].[CH2:5]([C:7]1[CH:13]=[CH:12][CH:11]=[CH:10][C:8]=1[NH2:9])[CH3:6].Cl.C([O-])(=O)C.[Na+].[CH2:20]([CH:22](C(C)=O)[C:23]([O:25][CH2:26][CH3:27])=[O:24])[CH3:21].[OH-].[K+]. (3) Given the product [CH3:4][CH:5]([CH3:24])[CH2:6][S:7]([NH:10][C@H:11]1[C:19]2[C:14](=[CH:15][CH:16]=[C:17]([C:20]([OH:22])=[O:21])[CH:18]=2)[CH2:13][CH2:12]1)(=[O:8])=[O:9], predict the reactants needed to synthesize it. The reactants are: O[Li].O.[CH3:4][CH:5]([CH3:24])[CH2:6][S:7]([NH:10][C@H:11]1[C:19]2[C:14](=[CH:15][CH:16]=[C:17]([C:20]([O:22]C)=[O:21])[CH:18]=2)[CH2:13][CH2:12]1)(=[O:9])=[O:8]. (4) Given the product [C:21]1([C:2]2[CH:3]=[CH:4][CH:5]=[C:6]3[C:11]=2[NH:10][C:9](=[O:12])[CH:8]=[CH:7]3)[C:22]2[C:17](=[CH:16][CH:15]=[CH:14][CH:13]=2)[CH:18]=[CH:19][CH:20]=1, predict the reactants needed to synthesize it. The reactants are: Br[C:2]1[CH:3]=[CH:4][CH:5]=[C:6]2[C:11]=1[NH:10][C:9](=[O:12])[CH:8]=[CH:7]2.[C:13]1(B(O)O)[C:22]2[C:17](=[CH:18][CH:19]=[CH:20][CH:21]=2)[CH:16]=[CH:15][CH:14]=1. (5) Given the product [N:11]1([C:14]2[N:15]=[CH:16][NH:17][C:18](=[O:20])[CH:19]=2)[CH2:12][CH2:13][NH:8][CH2:9][CH2:10]1, predict the reactants needed to synthesize it. The reactants are: C(OC([N:8]1[CH2:13][CH2:12][N:11]([C:14]2[N:15]=[CH:16][NH:17][C:18](=[O:20])[CH:19]=2)[CH2:10][CH2:9]1)=O)(C)(C)C.CC1C=CC(S(O)(=O)=O)=CC=1. (6) Given the product [CH3:1][O:2][C:3]1[C:4]([NH2:18])=[N:5][CH:6]=[CH:7][CH:8]=1, predict the reactants needed to synthesize it. The reactants are: [CH3:1][O:2][C:3]1[C:4]([NH2:18])=[N:5][CH:6]=[C:7](B2OC(C)(C)C(C)(C)O2)[CH:8]=1.C([O-])([O-])=O.[Na+].[Na+]. (7) Given the product [C:1]1([N:7]2[C:11]([C:12]([O:14][CH3:23])=[O:13])=[CH:10][C:9]([C:15]([F:17])([F:18])[F:16])=[N:8]2)[CH:2]=[CH:3][CH:4]=[CH:5][CH:6]=1, predict the reactants needed to synthesize it. The reactants are: [C:1]1([N:7]2[C:11]([C:12]([OH:14])=[O:13])=[CH:10][C:9]([C:15]([F:18])([F:17])[F:16])=[N:8]2)[CH:6]=[CH:5][CH:4]=[CH:3][CH:2]=1.S(Cl)(Cl)=O.[CH3:23]COC(C)=O.O. (8) Given the product [Cl:1][C:2]1[N:7]=[C:6]([NH:22][C:21]2[CH:23]=[CH:24][CH:25]=[C:19]([I:18])[CH:20]=2)[CH:5]=[CH:4][N:3]=1, predict the reactants needed to synthesize it. The reactants are: [Cl:1][C:2]1[N:7]=[C:6](Cl)[CH:5]=[CH:4][N:3]=1.C(N(CC)C(C)C)(C)C.[I:18][C:19]1[CH:20]=[C:21]([CH:23]=[CH:24][CH:25]=1)[NH2:22].